This data is from Peptide-MHC class I binding affinity with 185,985 pairs from IEDB/IMGT. The task is: Regression. Given a peptide amino acid sequence and an MHC pseudo amino acid sequence, predict their binding affinity value. This is MHC class I binding data. (1) The MHC is H-2-Db with pseudo-sequence H-2-Db. The binding affinity (normalized) is 0. The peptide sequence is GNADNLKSV. (2) The peptide sequence is ALYSYASAK. The MHC is HLA-A02:01 with pseudo-sequence HLA-A02:01. The binding affinity (normalized) is 0.626. (3) The peptide sequence is EQTSVFSAT. The MHC is HLA-A02:01 with pseudo-sequence HLA-A02:01. The binding affinity (normalized) is 0.100.